From a dataset of NCI-60 drug combinations with 297,098 pairs across 59 cell lines. Regression. Given two drug SMILES strings and cell line genomic features, predict the synergy score measuring deviation from expected non-interaction effect. (1) Drug 1: CC1CCC2CC(C(=CC=CC=CC(CC(C(=O)C(C(C(=CC(C(=O)CC(OC(=O)C3CCCCN3C(=O)C(=O)C1(O2)O)C(C)CC4CCC(C(C4)OC)OCCO)C)C)O)OC)C)C)C)OC. Drug 2: C(CC(=O)O)C(=O)CN.Cl. Cell line: SNB-75. Synergy scores: CSS=6.52, Synergy_ZIP=-3.44, Synergy_Bliss=5.15, Synergy_Loewe=-1.38, Synergy_HSA=3.52. (2) Drug 1: C1CCC(C1)C(CC#N)N2C=C(C=N2)C3=C4C=CNC4=NC=N3. Drug 2: CN1C(=O)N2C=NC(=C2N=N1)C(=O)N. Cell line: CCRF-CEM. Synergy scores: CSS=-8.72, Synergy_ZIP=2.90, Synergy_Bliss=-3.05, Synergy_Loewe=-11.1, Synergy_HSA=-9.94. (3) Drug 1: CC12CCC(CC1=CCC3C2CCC4(C3CC=C4C5=CN=CC=C5)C)O. Drug 2: C#CCC(CC1=CN=C2C(=N1)C(=NC(=N2)N)N)C3=CC=C(C=C3)C(=O)NC(CCC(=O)O)C(=O)O. Cell line: NCIH23. Synergy scores: CSS=2.14, Synergy_ZIP=-0.338, Synergy_Bliss=0.662, Synergy_Loewe=-1.54, Synergy_HSA=-1.61. (4) Drug 1: CC1=C2C(C(=O)C3(C(CC4C(C3C(C(C2(C)C)(CC1OC(=O)C(C(C5=CC=CC=C5)NC(=O)OC(C)(C)C)O)O)OC(=O)C6=CC=CC=C6)(CO4)OC(=O)C)O)C)O. Drug 2: C1CNP(=O)(OC1)N(CCCl)CCCl. Cell line: MDA-MB-231. Synergy scores: CSS=7.21, Synergy_ZIP=-3.80, Synergy_Bliss=-4.95, Synergy_Loewe=-19.1, Synergy_HSA=-5.60. (5) Synergy scores: CSS=66.0, Synergy_ZIP=-8.09, Synergy_Bliss=-6.41, Synergy_Loewe=-1.13, Synergy_HSA=1.49. Drug 2: N.N.Cl[Pt+2]Cl. Drug 1: CC1=C(N=C(N=C1N)C(CC(=O)N)NCC(C(=O)N)N)C(=O)NC(C(C2=CN=CN2)OC3C(C(C(C(O3)CO)O)O)OC4C(C(C(C(O4)CO)O)OC(=O)N)O)C(=O)NC(C)C(C(C)C(=O)NC(C(C)O)C(=O)NCCC5=NC(=CS5)C6=NC(=CS6)C(=O)NCCC[S+](C)C)O. Cell line: NCI/ADR-RES. (6) Drug 1: CC1C(C(CC(O1)OC2CC(OC(C2O)C)OC3=CC4=CC5=C(C(=O)C(C(C5)C(C(=O)C(C(C)O)O)OC)OC6CC(C(C(O6)C)O)OC7CC(C(C(O7)C)O)OC8CC(C(C(O8)C)O)(C)O)C(=C4C(=C3C)O)O)O)O. Drug 2: C(CN)CNCCSP(=O)(O)O. Cell line: KM12. Synergy scores: CSS=54.3, Synergy_ZIP=4.02, Synergy_Bliss=3.98, Synergy_Loewe=-63.3, Synergy_HSA=-0.513.